This data is from Full USPTO retrosynthesis dataset with 1.9M reactions from patents (1976-2016). The task is: Predict the reactants needed to synthesize the given product. Given the product [CH3:1][C@H:2]([NH:9][C:10]([NH:12][C:13]1[N:28]=[C:16]2[N:17]=[CH:18][CH:19]=[C:20]([C:21]3[CH:22]=[CH:23][C:24]([O:27][CH2:38][CH2:37][O:36][CH3:35])=[CH:25][CH:26]=3)[N:15]2[N:14]=1)=[O:11])[CH2:3][CH2:4][CH2:5][CH:6]([CH3:7])[CH3:8], predict the reactants needed to synthesize it. The reactants are: [CH3:1][C@H:2]([NH:9][C:10]([NH:12][C:13]1[N:28]=[C:16]2[N:17]=[CH:18][CH:19]=[C:20]([C:21]3[CH:26]=[CH:25][C:24]([OH:27])=[CH:23][CH:22]=3)[N:15]2[N:14]=1)=[O:11])[CH2:3][CH2:4][CH2:5][CH:6]([CH3:8])[CH3:7].C(=O)([O-])[O-].[K+].[K+].[CH3:35][O:36][CH2:37][CH2:38]Br.C(Cl)Cl.